This data is from Reaction yield outcomes from USPTO patents with 853,638 reactions. The task is: Predict the reaction yield, written as a fraction of the theoretical maximum amount of product (1.0 means a 100% yield; for example, 0.34 means a 34% yield). (1) The reactants are [C:1]([N:4]1[C:13]2[C:8](=[CH:9][C:10]([C:14]3[CH:24]=[CH:23][C:17]([C:18]([O:20]CC)=[O:19])=[CH:16][CH:15]=3)=[CH:11][CH:12]=2)[C@H:7]([NH:25][C:26]2[CH:31]=[CH:30][C:29]([Cl:32])=[CH:28][CH:27]=2)[CH2:6][C@@H:5]1[CH3:33])(=[O:3])[CH3:2].[OH-].[Na+].Cl. The catalyst is C(O)C. The product is [C:1]([N:4]1[C:13]2[C:8](=[CH:9][C:10]([C:14]3[CH:24]=[CH:23][C:17]([C:18]([OH:20])=[O:19])=[CH:16][CH:15]=3)=[CH:11][CH:12]=2)[C@H:7]([NH:25][C:26]2[CH:27]=[CH:28][C:29]([Cl:32])=[CH:30][CH:31]=2)[CH2:6][C@@H:5]1[CH3:33])(=[O:3])[CH3:2]. The yield is 0.870. (2) The product is [Cl:1][C:2]1[CH:3]=[CH:4][C:5]([C:8]2[C:12]([CH2:13][O:14][C:15]3[CH:16]=[C:17]([C:21]([NH2:34])=[O:23])[N:18]([CH3:20])[N:19]=3)=[C:11]([CH2:24][OH:25])[O:10][N:9]=2)=[CH:6][CH:7]=1. No catalyst specified. The yield is 0.250. The reactants are [Cl:1][C:2]1[CH:7]=[CH:6][C:5]([C:8]2[C:12]([CH2:13][O:14][C:15]3[CH:16]=[C:17]([C:21]([OH:23])=O)[N:18]([CH3:20])[N:19]=3)=[C:11]([CH2:24][OH:25])[O:10][N:9]=2)=[CH:4][CH:3]=1.FC1C=CC(C2C(COC3C=C(C(O)=O)N(C)N=3)=C(CO)O[N:34]=2)=CC=1. (3) The reactants are [N+:1]([C:4]1[CH:5]=[C:6]2[C:11](=[CH:12][CH:13]=1)[N:10]=[CH:9][N:8]=[C:7]2[N:14]1[CH2:19][CH2:18][N:17]([C:20]([NH:22][C:23]2[CH:28]=[CH:27][C:26]([O:29][C:30]3[CH:35]=[CH:34][CH:33]=[CH:32][CH:31]=3)=[CH:25][CH:24]=2)=[O:21])[CH2:16][CH2:15]1)([O-])=O.[H][H].C(N(CC)CC)C.[C:45](OC(=O)C)(=[O:47])[CH3:46]. The catalyst is C(O)C.[C].[Pd].CO. The product is [C:45]([NH:1][C:4]1[CH:5]=[C:6]2[C:11](=[CH:12][CH:13]=1)[N:10]=[CH:9][N:8]=[C:7]2[N:14]1[CH2:19][CH2:18][N:17]([C:20]([NH:22][C:23]2[CH:28]=[CH:27][C:26]([O:29][C:30]3[CH:35]=[CH:34][CH:33]=[CH:32][CH:31]=3)=[CH:25][CH:24]=2)=[O:21])[CH2:16][CH2:15]1)(=[O:47])[CH3:46]. The yield is 0.200. (4) The reactants are Cl.COC(=O)[C@H]([NH:24][C:25]([O:27][CH2:28][C:29]1[CH:34]=[CH:33][CH:32]=[CH:31][CH:30]=1)=[O:26])CC1C=CC(NC(OC(C)(C)C)=O)=C(C)C=1CO.Cl.[CH3:37][O:38][C:39](=[O:58])[C@@H:40]([CH2:46][C:47]1[C:48]([CH2:56][Cl:57])=[C:49]2[C:53](=[CH:54][CH:55]=1)[NH:52][N:51]=[CH:50]2)CC(OC)=O. No catalyst specified. The product is [ClH:57].[CH3:37][O:38][C:39](=[O:58])[C@H:40]([NH:24][C:25]([O:27][CH2:28][C:29]1[CH:34]=[CH:33][CH:32]=[CH:31][CH:30]=1)=[O:26])[CH2:46][C:47]1[C:48]([CH2:56][Cl:57])=[C:49]2[C:53](=[CH:54][CH:55]=1)[NH:52][N:51]=[CH:50]2. The yield is 0.990. (5) The reactants are [NH2:1][CH:2]([CH2:12][C:13]1[CH:18]=[CH:17][CH:16]=[C:15]([O:19][C:20]2[CH:25]=[CH:24][CH:23]=[CH:22][CH:21]=2)[CH:14]=1)[CH:3]([C:5]1[CH:10]=[CH:9][C:8]([F:11])=[CH:7][CH:6]=1)[OH:4].[C:26]1([CH2:32][CH2:33][C:34](Cl)=[O:35])[CH:31]=[CH:30][CH:29]=[CH:28][CH:27]=1.C(=O)([O-])O.[Na+]. The catalyst is C(OCC)(=O)C.O. The product is [F:11][C:8]1[CH:7]=[CH:6][C:5]([CH:3]([OH:4])[CH:2]([NH:1][C:34](=[O:35])[CH2:33][CH2:32][C:26]2[CH:31]=[CH:30][CH:29]=[CH:28][CH:27]=2)[CH2:12][C:13]2[CH:18]=[CH:17][CH:16]=[C:15]([O:19][C:20]3[CH:25]=[CH:24][CH:23]=[CH:22][CH:21]=3)[CH:14]=2)=[CH:10][CH:9]=1. The yield is 0.550. (6) The reactants are [C:1]([O:7][C:8]1[CH:13]=[CH:12][CH:11]=[CH:10][CH:9]=1)(=[O:6])[CH2:2][CH2:3][CH:4]=[CH2:5].C([O:16][CH2:17][CH2:18][CH2:19][CH3:20])=C. No catalyst specified. The product is [CH2:17]([O:16]/[CH:5]=[CH:4]\[CH2:3][CH2:2][C:1]([O:7][C:8]1[CH:9]=[CH:10][CH:11]=[CH:12][CH:13]=1)=[O:6])[CH2:18][CH2:19][CH3:20]. The yield is 0.790. (7) The reactants are [C:1]([O:5][C:6](=[O:28])[C:7]1[CH:12]=[CH:11][C:10]([NH:13][CH:14]([C:18]2[CH:23]=[CH:22][C:21]([C:24]([CH3:27])([CH3:26])[CH3:25])=[CH:20][CH:19]=2)[C:15]([OH:17])=O)=[CH:9][CH:8]=1)([CH3:4])([CH3:3])[CH3:2].C1C=CC2N(O)N=NC=2C=1.CCN=C=NCCCN(C)C.[I:50][C:51]1[CH:57]=[CH:56][C:54]([NH2:55])=[CH:53][CH:52]=1.CCN(C(C)C)C(C)C. The catalyst is CN(C=O)C.O.C(OCC)(=O)C. The product is [C:1]([O:5][C:6](=[O:28])[C:7]1[CH:12]=[CH:11][C:10]([NH:13][CH:14]([C:18]2[CH:23]=[CH:22][C:21]([C:24]([CH3:25])([CH3:27])[CH3:26])=[CH:20][CH:19]=2)[C:15](=[O:17])[NH:55][C:54]2[CH:56]=[CH:57][C:51]([I:50])=[CH:52][CH:53]=2)=[CH:9][CH:8]=1)([CH3:3])([CH3:4])[CH3:2]. The yield is 0.700.